This data is from Forward reaction prediction with 1.9M reactions from USPTO patents (1976-2016). The task is: Predict the product of the given reaction. Given the reactants C[O:2][C:3]([C:5]1[C:6]([C:24]2[CH:29]=[CH:28][C:27]([C:30](O)=[O:31])=[CH:26][CH:25]=2)=[CH:7][CH:8]=[C:9]([C:11]2[S:12][CH:13]=[C:14]([C:16]3[CH:21]=[CH:20][C:19]([Cl:22])=[C:18]([Cl:23])[CH:17]=3)[N:15]=2)[CH:10]=1)=[O:4].[NH:33]1[CH2:37][CH2:36][CH2:35][CH2:34]1, predict the reaction product. The product is: [Cl:23][C:18]1[CH:17]=[C:16]([C:14]2[N:15]=[C:11]([C:9]3[CH:10]=[C:5]([C:3]([OH:2])=[O:4])[C:6]([C:24]4[CH:25]=[CH:26][C:27]([C:30]([N:33]5[CH2:37][CH2:36][CH2:35][CH2:34]5)=[O:31])=[CH:28][CH:29]=4)=[CH:7][CH:8]=3)[S:12][CH:13]=2)[CH:21]=[CH:20][C:19]=1[Cl:22].